Dataset: Forward reaction prediction with 1.9M reactions from USPTO patents (1976-2016). Task: Predict the product of the given reaction. (1) Given the reactants [C:1]1([C:7]2[N:12]=[CH:11][C:10]([NH:13]C(=O)C)=[CH:9][C:8]=2[C:17]([F:20])([F:19])[F:18])[CH:6]=[CH:5][CH:4]=[CH:3][CH:2]=1, predict the reaction product. The product is: [C:1]1([C:7]2[N:12]=[CH:11][C:10]([NH2:13])=[CH:9][C:8]=2[C:17]([F:20])([F:18])[F:19])[CH:2]=[CH:3][CH:4]=[CH:5][CH:6]=1. (2) Given the reactants N1C2C(=CC=CC=2)C=C1C(N)=O.[C:13]1(=[O:20])[CH2:18][CH2:17][CH2:16][C:15](=O)[CH2:14]1.[C:21]1([NH:27][NH2:28])[CH:26]=[CH:25][CH:24]=[CH:23][CH:22]=1.NN, predict the reaction product. The product is: [C:21]1([NH:27][N:28]=[C:18]2[C:13](=[O:20])[CH2:14][CH2:15][CH2:16][CH2:17]2)[CH:26]=[CH:25][CH:24]=[CH:23][CH:22]=1. (3) Given the reactants [CH:1]1[C:10]2[C:5](=[CH:6][CH:7]=[CH:8][CH:9]=2)[CH:4]=[CH:3][C:2]=1[C:11]1[CH:12]=[C:13]([CH:25]=[CH:26][CH:27]=1)[C:14]([C:16]1[CH:24]=[CH:23][CH:22]=[CH:21][C:17]=1[C:18]([OH:20])=[O:19])=O, predict the reaction product. The product is: [CH:1]1[C:10]2[C:5](=[CH:6][CH:7]=[CH:8][CH:9]=2)[CH:4]=[CH:3][C:2]=1[C:11]1[CH:12]=[C:13]([CH:25]=[CH:26][CH:27]=1)[CH2:14][C:16]1[CH:24]=[CH:23][CH:22]=[CH:21][C:17]=1[C:18]([OH:20])=[O:19]. (4) Given the reactants Br[C:2]1[N:3]=[C:4]([CH:33]2[CH2:35][CH2:34]2)[N:5]([CH2:25][O:26][CH2:27][CH2:28][Si:29]([CH3:32])([CH3:31])[CH3:30])[C:6]=1[C:7]1[CH:12]=[CH:11][N:10]=[C:9]([NH:13][CH2:14][C@@H:15]([NH:17][C:18](=[O:24])[O:19][C:20]([CH3:23])([CH3:22])[CH3:21])[CH3:16])[N:8]=1.[Cl:36][C:37]1[C:42](B2OC(C)(C)C(C)(C)O2)=[CH:41][CH:40]=[CH:39][C:38]=1[NH:52][S:53]([CH2:56][CH2:57][CH3:58])(=[O:55])=[O:54].C([O-])([O-])=O.[Na+].[Na+], predict the reaction product. The product is: [Cl:36][C:37]1[C:38]([NH:52][S:53]([CH2:56][CH2:57][CH3:58])(=[O:55])=[O:54])=[CH:39][CH:40]=[CH:41][C:42]=1[C:2]1[N:3]=[C:4]([CH:33]2[CH2:35][CH2:34]2)[N:5]([CH2:25][O:26][CH2:27][CH2:28][Si:29]([CH3:32])([CH3:31])[CH3:30])[C:6]=1[C:7]1[CH:12]=[CH:11][N:10]=[C:9]([NH:13][CH2:14][C@@H:15]([NH:17][C:18](=[O:24])[O:19][C:20]([CH3:23])([CH3:22])[CH3:21])[CH3:16])[N:8]=1. (5) Given the reactants [C:1]1([CH2:7][C:8]#[C:9][C:10]2[N:11]=[C:12]([CH:15]3[CH2:20][CH2:19][N:18]([C:21]([O:23]C(C)(C)C)=O)[CH2:17][CH2:16]3)[S:13][CH:14]=2)[CH:6]=[CH:5][CH:4]=[CH:3][CH:2]=1.[CH3:28][C:29]1[N:33]([CH2:34]C(O)=O)[N:32]=[C:31]([C:38]([F:41])([F:40])[F:39])[CH:30]=1, predict the reaction product. The product is: [CH3:28][C:29]1[N:33]([CH2:34][C:21]([N:18]2[CH2:17][CH2:16][CH:15]([C:12]3[S:13][CH:14]=[C:10]([C:9]#[C:8][CH2:7][C:1]4[CH:2]=[CH:3][CH:4]=[CH:5][CH:6]=4)[N:11]=3)[CH2:20][CH2:19]2)=[O:23])[N:32]=[C:31]([C:38]([F:41])([F:39])[F:40])[CH:30]=1. (6) Given the reactants F[C:2]1[CH:9]=[CH:8][C:7]([I:10])=[CH:6][C:3]=1[CH:4]=O.[C:11]([O:15]C)(=[O:14])[CH2:12][SH:13].C(=O)([O-])[O-].[K+].[K+], predict the reaction product. The product is: [I:10][C:7]1[CH:8]=[CH:9][C:2]2[S:13][C:12]([C:11]([OH:15])=[O:14])=[CH:4][C:3]=2[CH:6]=1. (7) Given the reactants COC[N:4]1[C:8]2=[N:9][C:10]([N:13]3[CH2:18][CH2:17][O:16][CH2:15][CH2:14]3)=[CH:11][CH:12]=[C:7]2[N:6]=[C:5]1[C:19]1[S:20][C:21]2[C:27]([N:28]3[CH2:33][CH2:32][O:31][CH2:30][CH2:29]3)=[CH:26][CH:25]=[C:24]([O:34][CH3:35])[C:22]=2[N:23]=1.Cl, predict the reaction product. The product is: [CH3:35][O:34][C:24]1[C:22]2[N:23]=[C:19]([C:5]3[NH:4][C:8]4=[N:9][C:10]([N:13]5[CH2:18][CH2:17][O:16][CH2:15][CH2:14]5)=[CH:11][CH:12]=[C:7]4[N:6]=3)[S:20][C:21]=2[C:27]([N:28]2[CH2:33][CH2:32][O:31][CH2:30][CH2:29]2)=[CH:26][CH:25]=1.